From a dataset of Peptide-MHC class II binding affinity with 134,281 pairs from IEDB. Regression. Given a peptide amino acid sequence and an MHC pseudo amino acid sequence, predict their binding affinity value. This is MHC class II binding data. (1) The peptide sequence is ISRRDQRGSGQVVTY. The MHC is HLA-DQA10102-DQB10501 with pseudo-sequence HLA-DQA10102-DQB10501. The binding affinity (normalized) is 0.427. (2) The peptide sequence is AHCIGITDRDFIEGV. The MHC is DRB1_0401 with pseudo-sequence DRB1_0401. The binding affinity (normalized) is 0.0796. (3) The peptide sequence is ELYKYKVVKIEPLGV. The MHC is DRB4_0101 with pseudo-sequence DRB4_0103. The binding affinity (normalized) is 0.684. (4) The peptide sequence is ELYYAIHKASTVLAF. The MHC is HLA-DPA10103-DPB10201 with pseudo-sequence HLA-DPA10103-DPB10201. The binding affinity (normalized) is 0.435. (5) The peptide sequence is KYSYYPEDPVKLASI. The MHC is DRB1_1301 with pseudo-sequence DRB1_1301. The binding affinity (normalized) is 0. (6) The peptide sequence is INLIGRGGDEALTGF. The MHC is DRB5_0101 with pseudo-sequence DRB5_0101. The binding affinity (normalized) is 0.558. (7) The binding affinity (normalized) is 0. The MHC is DRB1_0405 with pseudo-sequence DRB1_0405. The peptide sequence is PEDPEDSALLED.